Predict which catalyst facilitates the given reaction. From a dataset of Catalyst prediction with 721,799 reactions and 888 catalyst types from USPTO. (1) Reactant: CN1CCOCC1.[NH:8]1[CH2:11][CH2:10][C@H:9]1[C:12]([OH:14])=[O:13].[C:15]([O:19][C:20](O[C:20]([O:19][C:15]([CH3:18])([CH3:17])[CH3:16])=[O:21])=[O:21])([CH3:18])([CH3:17])[CH3:16].C(=O)(O)[O-].[Na+]. Product: [C:15]([O:19][C:20]([N:8]1[CH2:11][CH2:10][C@H:9]1[C:12]([OH:14])=[O:13])=[O:21])([CH3:18])([CH3:17])[CH3:16]. The catalyst class is: 38. (2) Reactant: [N:1]1[CH:6]=[CH:5][N:4]=[CH:3][C:2]=1[C:7]([NH:9][C:10]1[CH:15]=[CH:14][CH:13]=[CH:12][C:11]=1[NH:16]C(=O)OC(C)(C)C)=[O:8].FC(F)(F)C(O)=O. Product: [NH2:16][C:11]1[CH:12]=[CH:13][CH:14]=[CH:15][C:10]=1[NH:9][C:7]([C:2]1[CH:3]=[N:4][CH:5]=[CH:6][N:1]=1)=[O:8]. The catalyst class is: 4.